Dataset: NCI-60 drug combinations with 297,098 pairs across 59 cell lines. Task: Regression. Given two drug SMILES strings and cell line genomic features, predict the synergy score measuring deviation from expected non-interaction effect. (1) Drug 1: CCCS(=O)(=O)NC1=C(C(=C(C=C1)F)C(=O)C2=CNC3=C2C=C(C=N3)C4=CC=C(C=C4)Cl)F. Drug 2: C1=C(C(=O)NC(=O)N1)F. Cell line: MOLT-4. Synergy scores: CSS=30.1, Synergy_ZIP=10.6, Synergy_Bliss=8.63, Synergy_Loewe=4.10, Synergy_HSA=7.07. (2) Drug 1: C1=CN(C=N1)CC(O)(P(=O)(O)O)P(=O)(O)O. Drug 2: COC1=C2C(=CC3=C1OC=C3)C=CC(=O)O2. Cell line: MDA-MB-231. Synergy scores: CSS=0.267, Synergy_ZIP=3.46, Synergy_Bliss=-2.66, Synergy_Loewe=0.0161, Synergy_HSA=-4.59. (3) Drug 1: CC1=C2C(C(=O)C3(C(CC4C(C3C(C(C2(C)C)(CC1OC(=O)C(C(C5=CC=CC=C5)NC(=O)OC(C)(C)C)O)O)OC(=O)C6=CC=CC=C6)(CO4)OC(=O)C)OC)C)OC. Drug 2: CC1CCC2CC(C(=CC=CC=CC(CC(C(=O)C(C(C(=CC(C(=O)CC(OC(=O)C3CCCCN3C(=O)C(=O)C1(O2)O)C(C)CC4CCC(C(C4)OC)OCCO)C)C)O)OC)C)C)C)OC. Cell line: PC-3. Synergy scores: CSS=55.0, Synergy_ZIP=0.696, Synergy_Bliss=-0.600, Synergy_Loewe=4.95, Synergy_HSA=6.51. (4) Drug 1: C1=CC(=CC=C1CCCC(=O)O)N(CCCl)CCCl. Drug 2: C1CNP(=O)(OC1)N(CCCl)CCCl. Cell line: UACC-257. Synergy scores: CSS=-3.97, Synergy_ZIP=-3.62, Synergy_Bliss=-7.61, Synergy_Loewe=-12.2, Synergy_HSA=-7.47.